This data is from Peptide-MHC class II binding affinity with 134,281 pairs from IEDB. The task is: Regression. Given a peptide amino acid sequence and an MHC pseudo amino acid sequence, predict their binding affinity value. This is MHC class II binding data. (1) The peptide sequence is KTKEGVLYVGSKTKE. The MHC is HLA-DQA10102-DQB10602 with pseudo-sequence HLA-DQA10102-DQB10602. The binding affinity (normalized) is 0.152. (2) The peptide sequence is HFLLRGPFEASWAIK. The MHC is DRB1_0301 with pseudo-sequence DRB1_0301. The binding affinity (normalized) is 0.0673. (3) The peptide sequence is DQIKCFEKFFEPKSQ. The MHC is DRB1_0101 with pseudo-sequence DRB1_0101. The binding affinity (normalized) is 0.0501. (4) The peptide sequence is EDVGYPIIIDQKYCP. The binding affinity (normalized) is 0.103. The MHC is DRB1_1602 with pseudo-sequence DRB1_1602.